This data is from Reaction yield outcomes from USPTO patents with 853,638 reactions. The task is: Predict the reaction yield, written as a fraction of the theoretical maximum amount of product (1.0 means a 100% yield; for example, 0.34 means a 34% yield). (1) The reactants are FC(F)(F)S(O[C:7]1[CH:12]=[CH:11][C:10]([F:13])=[C:9]([NH:14][CH2:15][C:16]2([C:22]#[N:23])[CH2:21][CH2:20][O:19][CH2:18][CH2:17]2)[N:8]=1)(=O)=O.[Cl:26][C:27]1[C:28](B(O)O)=[CH:29][C:30]([F:33])=[N:31][CH:32]=1.C(=O)([O-])[O-].[Na+].[Na+]. The catalyst is COCCOC.C1C=CC(P(C2C=CC=CC=2)[C-]2C=CC=C2)=CC=1.C1C=CC(P(C2C=CC=CC=2)[C-]2C=CC=C2)=CC=1.Cl[Pd]Cl.[Fe+2].C(Cl)Cl. The product is [Cl:26][C:27]1[C:28]([C:7]2[CH:12]=[CH:11][C:10]([F:13])=[C:9]([NH:14][CH2:15][C:16]3([C:22]#[N:23])[CH2:17][CH2:18][O:19][CH2:20][CH2:21]3)[N:8]=2)=[CH:29][C:30]([F:33])=[N:31][CH:32]=1. The yield is 0.790. (2) The reactants are [Cl:1][C:2]1[C:3]([O:13][CH2:14][C:15]2[CH:20]=[CH:19][C:18]([O:21][CH3:22])=[CH:17][CH:16]=2)=[CH:4][C:5]([OH:12])=[C:6]([CH:11]=1)[C:7]([O:9][CH3:10])=[O:8].[N+](C1C=C(S(O[CH2:36][C@@H:37]2[CH2:39][O:38]2)(=O)=O)C=CC=1)([O-])=O.C(=O)([O-])[O-].[Cs+].[Cs+]. The catalyst is CN(C)C=O. The product is [Cl:1][C:2]1[C:3]([O:13][CH2:14][C:15]2[CH:16]=[CH:17][C:18]([O:21][CH3:22])=[CH:19][CH:20]=2)=[CH:4][C:5]([O:12][CH2:36][C@@H:37]2[CH2:39][O:38]2)=[C:6]([CH:11]=1)[C:7]([O:9][CH3:10])=[O:8]. The yield is 0.740. (3) The reactants are C(OC[O:5][C:6]1[CH:7]=[N:8][C:9]([C:12]2[CH:17]=[CH:16][C:15]([O:18][C:19]([F:22])([F:21])[F:20])=[CH:14][CH:13]=2)=[N:10][CH:11]=1)C.Cl. The catalyst is CO.O. The product is [F:22][C:19]([F:20])([F:21])[O:18][C:15]1[CH:16]=[CH:17][C:12]([C:9]2[N:8]=[CH:7][C:6]([OH:5])=[CH:11][N:10]=2)=[CH:13][CH:14]=1. The yield is 0.990. (4) The reactants are [Cl:1][C:2]1[CH:7]=[CH:6][C:5]([OH:8])=[C:4]([O:9][CH3:10])[CH:3]=1.C(=O)([O-])[O-].[K+].[K+].[F:17][C:18]1[CH:27]=[C:26](F)[C:25]([F:29])=[CH:24][C:19]=1[C:20]([O:22][CH3:23])=[O:21]. The catalyst is CS(C)=O.O. The product is [Cl:1][C:2]1[CH:7]=[CH:6][C:5]([O:8][C:26]2[C:25]([F:29])=[CH:24][C:19]([C:20]([O:22][CH3:23])=[O:21])=[C:18]([F:17])[CH:27]=2)=[C:4]([O:9][CH3:10])[CH:3]=1. The yield is 0.950.